Predict which catalyst facilitates the given reaction. From a dataset of Catalyst prediction with 721,799 reactions and 888 catalyst types from USPTO. (1) Reactant: [F:1][C:2]1[CH:7]=[C:6]([N+:8]([O-:10])=[O:9])[CH:5]=[CH:4][C:3]=1[OH:11].[C:12]([O:16][C:17]([N:19]1[CH2:24][CH2:23][CH:22]([N:25]2[C:29]3=[N:30][CH:31]=[N:32][C:33](Cl)=[C:28]3[CH:27]=[N:26]2)[CH2:21][CH2:20]1)=[O:18])([CH3:15])([CH3:14])[CH3:13].C(=O)([O-])[O-].[K+].[K+].C(=O)([O-])[O-].[Na+].[Na+]. Product: [C:12]([O:16][C:17]([N:19]1[CH2:20][CH2:21][CH:22]([N:25]2[C:29]3=[N:30][CH:31]=[N:32][C:33]([O:11][C:3]4[CH:4]=[CH:5][C:6]([N+:8]([O-:10])=[O:9])=[CH:7][C:2]=4[F:1])=[C:28]3[CH:27]=[N:26]2)[CH2:23][CH2:24]1)=[O:18])([CH3:15])([CH3:13])[CH3:14]. The catalyst class is: 9. (2) Reactant: [C:1]([C:3]1([C:6]([OH:8])=O)[CH2:5][CH2:4]1)#[N:2].CN(C(ON1N=NC2C=CC=NC1=2)=[N+](C)C)C.F[P-](F)(F)(F)(F)F.C(N(CC)C(C)C)(C)C.[F:42][C:43]1[CH:48]=[CH:47][C:46]([C:49]2[C:57]3[C:52](=[N:53][CH:54]=[C:55]([F:58])[CH:56]=3)[NH:51][CH:50]=2)=[CH:45][C:44]=1[NH:59][C@H:60]1[CH2:65][CH2:64][CH2:63][C@@H:62]([NH2:66])[CH2:61]1. Product: [C:1]([C:3]1([C:6]([NH:66][C@@H:62]2[CH2:63][CH2:64][CH2:65][C@H:60]([NH:59][C:44]3[CH:45]=[C:46]([C:49]4[C:57]5[C:52](=[N:53][CH:54]=[C:55]([F:58])[CH:56]=5)[NH:51][CH:50]=4)[CH:47]=[CH:48][C:43]=3[F:42])[CH2:61]2)=[O:8])[CH2:5][CH2:4]1)#[N:2]. The catalyst class is: 1. (3) Reactant: C(O)(=O)C.[NH2:5][C:6]1[N:11]([CH3:12])[C:10](=[O:13])[NH:9][C:8](=[O:14])[CH:7]=1.[N:15]([O-])=O.[Na+]. Product: [NH2:15][C:7]1[C:8](=[O:14])[NH:9][C:10](=[O:13])[N:11]([CH3:12])[C:6]=1[NH2:5]. The catalyst class is: 6.